This data is from Forward reaction prediction with 1.9M reactions from USPTO patents (1976-2016). The task is: Predict the product of the given reaction. (1) Given the reactants [Br:1][C:2]1[CH:9]=[CH:8][C:7]([C:10]#[N:11])=[CH:6][C:3]=1[CH2:4][OH:5].C(N(C(C)C)CC)(C)C.[CH3:21][O:22][CH2:23]Cl.O, predict the reaction product. The product is: [Br:1][C:2]1[CH:9]=[CH:8][C:7]([C:10]#[N:11])=[CH:6][C:3]=1[CH2:4][O:5][CH2:21][O:22][CH3:23]. (2) Given the reactants Br[C:2]1[O:10][C:9]2[CH:8]=[CH:7][N:6]([C:11]3[CH:23]=[CH:22][C:14]([O:15][CH2:16][C:17]4([C:20]#[N:21])[CH2:19][CH2:18]4)=[C:13]([O:24][CH3:25])[CH:12]=3)[C:5](=[O:26])[C:4]=2[CH:3]=1.[F:27][C:28]1[CH:33]=[CH:32][C:31](B(O)O)=[CH:30][CH:29]=1.C(=O)([O-])[O-].[K+].[K+].COCCOC, predict the reaction product. The product is: [F:27][C:28]1[CH:33]=[CH:32][C:31]([C:2]2[O:10][C:9]3[CH:8]=[CH:7][N:6]([C:11]4[CH:23]=[CH:22][C:14]([O:15][CH2:16][C:17]5([C:20]#[N:21])[CH2:19][CH2:18]5)=[C:13]([O:24][CH3:25])[CH:12]=4)[C:5](=[O:26])[C:4]=3[CH:3]=2)=[CH:30][CH:29]=1. (3) Given the reactants [N+:1]([C:4]1[CH:9]=[CH:8][C:7]([OH:10])=[CH:6][CH:5]=1)([O-:3])=[O:2].[CH:11]1([CH2:14]O)[CH2:13][CH2:12]1.C1(P(C2C=CC=CC=2)C2C=CC=CC=2)C=CC=CC=1.N(C(OC(C)C)=O)=NC(OC(C)C)=O, predict the reaction product. The product is: [CH:11]1([CH2:14][O:10][C:7]2[CH:8]=[CH:9][C:4]([N+:1]([O-:3])=[O:2])=[CH:5][CH:6]=2)[CH2:13][CH2:12]1.